Dataset: Full USPTO retrosynthesis dataset with 1.9M reactions from patents (1976-2016). Task: Predict the reactants needed to synthesize the given product. (1) Given the product [F:1][C:2]1[CH:11]=[CH:10][C:9]([OH:12])=[CH:8][C:3]=1[C:4]([OH:6])=[O:5], predict the reactants needed to synthesize it. The reactants are: [F:1][C:2]1[CH:11]=[CH:10][C:9]([OH:12])=[CH:8][C:3]=1[C:4]([O:6]C)=[O:5].O[Li].O. (2) Given the product [NH2:10][CH:7]1[CH2:6][CH2:5][CH2:4][CH2:3][C:2]1([CH3:1])[OH:8], predict the reactants needed to synthesize it. The reactants are: [CH3:1][C:2]12[O:8][CH:7]1[CH2:6][CH2:5][CH2:4][CH2:3]2.[OH-].[NH4+:10]. (3) Given the product [CH2:1]([N:4]([CH2:5][CH:6]=[CH2:7])[C:15](=[O:21])[CH2:16][CH2:17][CH2:18][CH2:19][CH3:20])[CH:2]=[CH2:3], predict the reactants needed to synthesize it. The reactants are: [CH2:1]([NH:4][CH2:5][CH:6]=[CH2:7])[CH:2]=[CH2:3].C(N(CC)CC)C.[C:15](Cl)(=[O:21])[CH2:16][CH2:17][CH2:18][CH2:19][CH3:20]. (4) Given the product [CH2:1]([O:8][CH2:9][C:10]1([C:20]#[CH:22])[CH2:11][CH2:12][C:13]2([O:17][CH2:16][CH2:15][O:14]2)[CH2:18][CH2:19]1)[C:2]1[CH:7]=[CH:6][CH:5]=[CH:4][CH:3]=1, predict the reactants needed to synthesize it. The reactants are: [CH2:1]([O:8][CH2:9][C:10]1([CH:20]=O)[CH2:19][CH2:18][C:13]2([O:17][CH2:16][CH2:15][O:14]2)[CH2:12][CH2:11]1)[C:2]1[CH:7]=[CH:6][CH:5]=[CH:4][CH:3]=1.[C:22](=O)([O-])[O-].[K+].[K+].CC(C)C(=O)C(P(=O)([O-])[O-])=[N+]=[N-]. (5) Given the product [F:1][C:2]1[C:7]([C:8]([F:10])([F:11])[F:9])=[CH:6][CH:5]=[CH:4][C:3]=1[C:12]1([OH:25])[CH2:17][CH2:16][NH:15][CH2:14][CH2:13]1, predict the reactants needed to synthesize it. The reactants are: [F:1][C:2]1[C:7]([C:8]([F:11])([F:10])[F:9])=[CH:6][CH:5]=[CH:4][C:3]=1[C:12]1([OH:25])[CH2:17][CH2:16][N:15](C(OC(C)(C)C)=O)[CH2:14][CH2:13]1.FC(F)(F)C(O)=O. (6) Given the product [F:21][C:16]1[CH:17]=[CH:18][CH:19]=[CH:20][C:15]=1[CH:14]=[C:11]1[CH:12]([OH:13])[C:7](=[CH:6][C:5]2[CH:22]=[CH:23][CH:24]=[CH:25][C:4]=2[F:3])[CH2:8][NH:9][CH2:10]1, predict the reactants needed to synthesize it. The reactants are: [BH4-].[Na+].[F:3][C:4]1[CH:25]=[CH:24][CH:23]=[CH:22][C:5]=1[CH:6]=[C:7]1[C:12](=[O:13])[C:11](=[CH:14][C:15]2[CH:20]=[CH:19][CH:18]=[CH:17][C:16]=2[F:21])[CH2:10][NH:9][CH2:8]1. (7) The reactants are: CS([O:5][CH2:6][C:7]1[C:8]([CH:16]2[CH2:20][CH2:19][CH2:18][CH2:17]2)=[N:9][S:10][C:11]=1[C:12]([F:15])([F:14])[F:13])(=O)=O.[F:21][C:22]1[CH:23]=[C:24]([CH2:30][CH2:31][C:32]([O:34]CC)=[O:33])[CH:25]=[C:26]([F:29])[C:27]=1O. Given the product [CH:16]1([C:8]2[C:7]([CH2:6][O:5][C:27]3[C:26]([F:29])=[CH:25][C:24]([CH2:30][CH2:31][C:32]([OH:34])=[O:33])=[CH:23][C:22]=3[F:21])=[C:11]([C:12]([F:15])([F:14])[F:13])[S:10][N:9]=2)[CH2:20][CH2:19][CH2:18][CH2:17]1, predict the reactants needed to synthesize it.